From a dataset of Catalyst prediction with 721,799 reactions and 888 catalyst types from USPTO. Predict which catalyst facilitates the given reaction. (1) Reactant: [C:1]([NH:5][C:6]([C:8]1[C:12]2=[N:13][C:14]([C:17]3[C:25]4[C:20](=[CH:21][CH:22]=[C:23]([O:26][CH:27]([F:29])[F:28])[CH:24]=4)[N:19]([CH2:30][CH2:31][C:32](=[O:34])[CH3:33])[N:18]=3)=[CH:15][N:16]=[C:11]2[N:10]([C:35]([C:48]2[CH:53]=[CH:52][CH:51]=[CH:50][CH:49]=2)([C:42]2[CH:47]=[CH:46][CH:45]=[CH:44][CH:43]=2)[C:36]2[CH:41]=[CH:40][CH:39]=[CH:38][CH:37]=2)[CH:9]=1)=[O:7])([CH3:4])([CH3:3])[CH3:2].[BH4-].[Na+].[NH4+].[Cl-]. Product: [C:1]([NH:5][C:6]([C:8]1[C:12]2=[N:13][C:14]([C:17]3[C:25]4[C:20](=[CH:21][CH:22]=[C:23]([O:26][CH:27]([F:28])[F:29])[CH:24]=4)[N:19]([CH2:30][CH2:31][CH:32]([OH:34])[CH3:33])[N:18]=3)=[CH:15][N:16]=[C:11]2[N:10]([C:35]([C:42]2[CH:43]=[CH:44][CH:45]=[CH:46][CH:47]=2)([C:36]2[CH:41]=[CH:40][CH:39]=[CH:38][CH:37]=2)[C:48]2[CH:49]=[CH:50][CH:51]=[CH:52][CH:53]=2)[CH:9]=1)=[O:7])([CH3:2])([CH3:3])[CH3:4]. The catalyst class is: 5. (2) The catalyst class is: 2. Reactant: C(OC(=O)[NH:7][C@@H:8]1[CH2:13][CH2:12][CH2:11][N:10]([C:14]2[N:22]([CH2:23][CH:24]=[C:25]([CH3:27])[CH3:26])[C:21]3[C:20](=[O:28])[N:19]([CH2:29][C:30]([C:32]4[CH:37]=[CH:36][CH:35]=[C:34]([O:38][CH3:39])[CH:33]=4)=[O:31])[CH:18]=[N:17][C:16]=3[C:15]=2[C:40](=[O:42])[NH2:41])[CH2:9]1)(C)(C)C.C(O)(C(F)(F)F)=O. Product: [NH2:7][C@@H:8]1[CH2:13][CH2:12][CH2:11][N:10]([C:14]2[N:22]([CH2:23][CH:24]=[C:25]([CH3:26])[CH3:27])[C:21]3[C:20](=[O:28])[N:19]([CH2:29][C:30]([C:32]4[CH:37]=[CH:36][CH:35]=[C:34]([O:38][CH3:39])[CH:33]=4)=[O:31])[CH:18]=[N:17][C:16]=3[C:15]=2[C:40]([NH2:41])=[O:42])[CH2:9]1. (3) Reactant: [F:1][C:2]1[C:3]([CH3:12])=[CH:4][C:5]([N+:9]([O-:11])=[O:10])=[C:6]([OH:8])[CH:7]=1.[C:13]([O-])([O-])=O.[K+].[K+].IC.O. Product: [CH3:13][O:8][C:6]1[CH:7]=[C:2]([F:1])[C:3]([CH3:12])=[CH:4][C:5]=1[N+:9]([O-:11])=[O:10]. The catalyst class is: 9. (4) Reactant: [BH4-].[Na+].[C:3]([C:6]1[CH:11]=[CH:10][C:9]([NH:12][C:13]([C:15]2[CH:20]=[C:19]([N+:21]([O-:23])=[O:22])[CH:18]=[CH:17][C:16]=2[Cl:24])=[O:14])=[CH:8][CH:7]=1)(=[O:5])[CH3:4].C1COCC1.O.C(=O)(O)[O-].[Na+]. Product: [OH:5][CH:3]([C:6]1[CH:7]=[CH:8][C:9]([NH:12][C:13]([C:15]2[CH:20]=[C:19]([N+:21]([O-:23])=[O:22])[CH:18]=[CH:17][C:16]=2[Cl:24])=[O:14])=[CH:10][CH:11]=1)[CH3:4]. The catalyst class is: 13. (5) Reactant: [F:1][C:2]1[CH:3]=[C:4]([CH:6]=[C:7]([F:9])[CH:8]=1)[NH2:5].[CH3:10][CH:11]([C:17]([CH3:19])=O)[C:12](OCC)=[O:13].[OH-].[Na+]. Product: [F:1][C:2]1[CH:8]=[C:7]([F:9])[CH:6]=[C:4]2[C:3]=1[C:12]([OH:13])=[C:11]([CH3:10])[C:17]([CH3:19])=[N:5]2. The catalyst class is: 6. (6) Reactant: [OH:1][CH2:2][CH2:3][O:4][CH2:5][C:6]([CH3:9])([OH:8])[CH3:7].[C:10]1([CH3:20])[CH:15]=[CH:14][C:13]([S:16](Cl)(=[O:18])=[O:17])=[CH:12][CH:11]=1.O. Product: [CH3:20][C:10]1[CH:15]=[CH:14][C:13]([S:16]([O:1][CH2:2][CH2:3][O:4][CH2:5][C:6]([OH:8])([CH3:9])[CH3:7])(=[O:18])=[O:17])=[CH:12][CH:11]=1. The catalyst class is: 17.